Dataset: Catalyst prediction with 721,799 reactions and 888 catalyst types from USPTO. Task: Predict which catalyst facilitates the given reaction. (1) Reactant: NCCCCCC(O)=O.[NH2:10][C:11]1[C:16](N=O)=[C:15]([OH:19])[N:14]=[C:13]([S:20][CH3:21])[N:12]=1.C(O)(=O)C. Product: [NH2:10][C:11]1[CH:16]=[C:15]([OH:19])[N:14]=[C:13]([S:20][CH3:21])[N:12]=1. The catalyst class is: 6. (2) Reactant: [CH3:1][C:2]1[C:13]2[N:9]([C:10]([CH2:15][CH2:16][CH3:17])=[N:11][C:12]=2[CH3:14])[C:8]2[N:7]=[CH:6][S:5][C:4]=2[N:3]=1.[Br:18]Br. Product: [Br:18][C:6]1[S:5][C:4]2[N:3]=[C:2]([CH3:1])[C:13]3[N:9]([C:10]([CH2:15][CH2:16][CH3:17])=[N:11][C:12]=3[CH3:14])[C:8]=2[N:7]=1. The catalyst class is: 22. (3) Reactant: [NH2:1][CH2:2][CH:3]([C:17]1[CH:22]=[CH:21][C:20]([O:23][Si:24]([CH:31]([CH3:33])[CH3:32])([CH:28]([CH3:30])[CH3:29])[CH:25]([CH3:27])[CH3:26])=[CH:19][CH:18]=1)[C:4]([NH:6][C:7]1[CH:8]=[C:9]2[C:14](=[CH:15][CH:16]=1)[CH:13]=[N:12][CH:11]=[CH:10]2)=[O:5].[CH3:34][C:35]([O:38][C:39](O[C:39]([O:38][C:35]([CH3:37])([CH3:36])[CH3:34])=[O:40])=[O:40])([CH3:37])[CH3:36]. Product: [CH:13]1[C:14]2[C:9](=[CH:8][C:7]([NH:6][C:4](=[O:5])[CH:3]([C:17]3[CH:22]=[CH:21][C:20]([O:23][Si:24]([CH:25]([CH3:27])[CH3:26])([CH:31]([CH3:33])[CH3:32])[CH:28]([CH3:30])[CH3:29])=[CH:19][CH:18]=3)[CH2:2][NH:1][C:39](=[O:40])[O:38][C:35]([CH3:37])([CH3:36])[CH3:34])=[CH:16][CH:15]=2)[CH:10]=[CH:11][N:12]=1. The catalyst class is: 2.